This data is from Drug-target binding data from BindingDB using IC50 measurements. The task is: Regression. Given a target protein amino acid sequence and a drug SMILES string, predict the binding affinity score between them. We predict pIC50 (pIC50 = -log10(IC50 in M); higher means more potent). Dataset: bindingdb_ic50. (1) The drug is CCCNC(=O)CSc1nnc2c3cc(C)ccc3n(CC(=O)O)c2n1. The target protein (Q5RJP0) has sequence MTTFVKLRTKAKMPLVGLGTWKSPPGQVKEAVKAAIDAGYRHFDCAYVYQNESEVGEAIQEKIKEKAVRREDLFIVSKLWSTFFEKSLMKEAFQKTLSDLKLDYLDLYLIHWPQGLQAGKEFLPKDSQGKVLMSKSTFLDAWEGMEELVDQGLVKALGVSNFNHFQIERLLNKPGLKHKPVTNQVECHPYLTQEKLIQYCHSKGIAVIAYSPLGSPDRPYAKPEDPVVLEIPKIKEIAAKHKKTIAQVLIRFHVQRNVAVIPKSVTLSHIKENIQVFDFQLSEEDMAAILSLNRNWRACGLFVTSDEEDFPFHEEY. The pIC50 is 4.7. (2) The small molecule is CC(=O)N[C@H](C(=O)N[C@H](C(=O)N[C@@H](Cc1ccccc1)[C@H](O)C(=O)N1CSC(C)(C)C1C(=O)NCc1ccccc1C)C(C)(C)C)c1ccccc1. The target protein (P10274) has sequence MGQIFSRSASPIPRPPRGLAAHHWLNFLQAAYRLEPGPSSYDFHQLKKFLKIALETPARICPINYSLLASLLPKGYPGRVNEILHILIQTQAQIPSRPAPPPPSSPTHDPPDSDPQIPPPYVEPTAPQVLPVMHPHGAPPNHRPWQMKDLQAIKQEVSQAAPGSPQFMQTIRLAVQQFDPTAKDLQDLLQYLCSSLVASLHHQQLDSLISEAETRGITGYNPLAGPLRVQANNPQQQGLRREYQQLWLAAFAALPGSAKDPSWASILQGLEEPYHAFVERLNIALDNGLPEGTPKDPILRSLAYSNANKECQKLLQARGHTNSPLGDMLRACQTWTPKDKTKVLVVQPKKPPPNQPCFRCGKAGHWSRDCTQPRPPPGPCPLCQDPTHWKRDCPRLKPTIPEPEPEEDALLLDLPADIPHPKNLHRGGGLTSPPTLQQVLPNQDPASILPVIPLDPARRPVIKAQVDTQTSHPKTIEALLDTGADMTVLPIALFSSNTPL.... The pIC50 is 7.0. (3) The small molecule is CC1(C)CC(NC(=O)c2cccc(CC(=O)Nc3ccc(Cl)c(Cl)c3)c2)CC(C)(C)N1. The target protein sequence is RRMVNGAGPGGAREQAAALTRDFLSQPRLTYKTVSGVNGPLVILDQVKFPRYAEIVHLTLPDGTRRSGQVLEVSGSKAVVQVFEGTSGIDAKKTSCEFTGDILRTPVSEDMLGRVFNGSGKPIDRGPAVLAEDFLDIMGQPINPQCRIYPEEMIQTGISAIDGMNSIARGQKIPIFSAAGLPHNEIAAQICRQAGLVKKSKDVMDYSEENFAIVFAAMGVNMETARFFKSDFEENGSMDNVCLFLNLANDPTIERIITPRLALTTAEFLAYQCEKHVLVILTDMSSYAEALREVSAAREEVPGRRGFPGYMYTDLATIYERAGRVEGRNGSITQIPILTMPNDDITHPIPDLTGYITEGQIYVDRQLHNRQIYPPINVLPSLSRLMKSAIGEGMTRKDHADVSNQLYACYAIGKDVQAMKAVVGEEALTSDDLLYLEFLQKFEKNFIAQGPYENRTVYETLDIGWQLLRIFPKEMLKRIPQTTLAEFYPRDSTAKH. The pIC50 is 5.3. (4) The drug is OC[C@H]1O[C@@H](O)[C@H](O)[C@@H](O)[C@@H]1O[C@@H]1O[C@H](CO)[C@H](O)[C@H](O)[C@H]1O. The target protein sequence is MSDGFSLSDALPAHNPGAPPPQGWNRPPGPGAFPAYPGYPGAYPGAPGPYPGAPGPHHGPPGPYPGGPPGPYPGGPPGPYPGGPPGPYPGGPTAPYSEAPAAPLKVPYDLPLPAGLMPRLLITITGTVNSNPNRFSLDFKRGQDIAFHFNPRFKEDHKRVIVCNSMFQNNWGKEERTAPRFPFEPGTPFKLQVLCEGDHFKVAVNDAHLLQFNFREKKLNEITKLCIAGDITLTSVLTSMI. The pIC50 is 3.0.